Predict the product of the given reaction. From a dataset of Forward reaction prediction with 1.9M reactions from USPTO patents (1976-2016). (1) Given the reactants [CH3:1][O:2][C:3]1[CH:40]=[CH:39][C:6]([CH2:7][N:8]([CH2:30][C:31]2[CH:36]=[CH:35][C:34]([O:37][CH3:38])=[CH:33][CH:32]=2)[C:9]2[N:14]=[CH:13][C:12]([C:15]3[C:16]4[CH2:29][CH2:28][NH:27][C:17]=4[N:18]=[C:19]([N:21]4[CH2:26][CH2:25][O:24][CH2:23][CH2:22]4)[N:20]=3)=[CH:11][N:10]=2)=[CH:5][CH:4]=1.Br[C:42]1[CH:47]=[CH:46][C:45]([C:48]([N:50]2[CH2:55][C@H:54]([CH3:56])[O:53][C@H:52]([CH3:57])[CH2:51]2)=[O:49])=[CH:44][C:43]=1[CH3:58], predict the reaction product. The product is: [CH3:38][O:37][C:34]1[CH:33]=[CH:32][C:31]([CH2:30][N:8]([CH2:7][C:6]2[CH:5]=[CH:4][C:3]([O:2][CH3:1])=[CH:40][CH:39]=2)[C:9]2[N:10]=[CH:11][C:12]([C:15]3[C:16]4[CH2:29][CH2:28][N:27]([C:42]5[CH:47]=[CH:46][C:45]([C:48]([N:50]6[CH2:55][C@H:54]([CH3:56])[O:53][C@H:52]([CH3:57])[CH2:51]6)=[O:49])=[CH:44][C:43]=5[CH3:58])[C:17]=4[N:18]=[C:19]([N:21]4[CH2:26][CH2:25][O:24][CH2:23][CH2:22]4)[N:20]=3)=[CH:13][N:14]=2)=[CH:36][CH:35]=1. (2) Given the reactants [CH:1]1[CH:2]=[CH:3][N:4]2[CH2:10][C:9]3[CH:11]=[CH:12][CH:13]=[CH:14][C:8]=3[N:7]([C:15]([C:17]3[CH:22]=[C:21]([Cl:23])[C:20](I)=[CH:19][C:18]=3[O:25][CH3:26])=[O:16])[CH2:6][C:5]=12.B1(B2O[C:39]([CH3:42])(C)[C:38]([CH3:44])(C)O2)O[C:39](C)([CH3:42])[C:38](C)([CH3:44])O1.[C:45]([O-])(=O)[CH3:46].[K+], predict the reaction product. The product is: [Cl:23][C:21]1[C:20]([C:38]2[CH2:39][CH2:42][CH2:46][CH2:45][CH:44]=2)=[CH:19][C:18]([O:25][CH3:26])=[C:17]([CH:22]=1)[C:15]([N:7]1[C:8]2[CH:14]=[CH:13][CH:12]=[CH:11][C:9]=2[CH2:10][N:4]2[CH:3]=[CH:2][CH:1]=[C:5]2[CH2:6]1)=[O:16].